From a dataset of Catalyst prediction with 721,799 reactions and 888 catalyst types from USPTO. Predict which catalyst facilitates the given reaction. (1) Reactant: [C:1]([O:5][C:6](=[O:16])[NH:7][C@H:8]([C:11]1[CH:15]=[CH:14][S:13][CH:12]=1)[CH2:9]O)([CH3:4])([CH3:3])[CH3:2].C1(=O)[NH:21]C(=O)C2=CC=CC=C12.C1(P(C2C=CC=CC=2)C2C=CC=CC=2)C=CC=CC=1.N(C(OCC)=O)=NC(OCC)=O.O.NN. Product: [C:1]([O:5][C:6](=[O:16])[NH:7][C@H:8]([C:11]1[CH:15]=[CH:14][S:13][CH:12]=1)[CH2:9][NH2:21])([CH3:4])([CH3:3])[CH3:2]. The catalyst class is: 1. (2) Reactant: C([O:3][C:4]([C:6]1[O:14][C:13]2[C:12]([F:15])=[CH:11][N:10]=[CH:9][C:8]=2[C:7]=1[NH:16][C:17]1[CH:22]=[CH:21][C:20]([I:23])=[CH:19][C:18]=1[F:24])=[O:5])C.[OH-].[Na+]. Product: [F:15][C:12]1[C:13]2[O:14][C:6]([C:4]([OH:5])=[O:3])=[C:7]([NH:16][C:17]3[CH:22]=[CH:21][C:20]([I:23])=[CH:19][C:18]=3[F:24])[C:8]=2[CH:9]=[N:10][CH:11]=1. The catalyst class is: 8. (3) Reactant: [CH3:1][CH2:2][C:3]1[C:21]2=[N:22][C:5](=[CH:6][C:7]3[NH:11][C:10]([CH:12]=[C:13]4[CH:34]([CH3:35])[CH:33]([CH2:36][CH2:37][C:38]([O:40][CH3:41])=[O:39])[C:15]([C:16]5[CH:27](C(OC)=O)[C:25](=[O:26])[C:24]6[C:17]=5[NH:18][C:19]([C:23]=6[CH3:32])=[CH:20]2)=[N:14]4)=[C:9]([CH3:42])[C:8]=3[CH:43]=[CH2:44])[C:4]=1[CH3:45]. Product: [CH3:1][CH2:2][C:3]1[C:21]2=[N:22][C:5](=[CH:6][C:7]3[NH:11][C:10]([CH:12]=[C:13]4[C@@H:34]([CH3:35])[C@H:33]([CH2:36][CH2:37][C:38]([O:40][CH3:41])=[O:39])[C:15]([C:16]5[CH2:27][C:25](=[O:26])[C:24]6[C:17]=5[NH:18][C:19]([C:23]=6[CH3:32])=[CH:20]2)=[N:14]4)=[C:9]([CH3:42])[C:8]=3[CH:43]=[CH2:44])[C:4]=1[CH3:45]. The catalyst class is: 17. (4) The catalyst class is: 33. Product: [F:19][C:16]([F:17])([F:18])[O:15][C:6]1[CH:7]=[C:8]2[C:13](=[C:4]([NH2:1])[CH:5]=1)[N:12]=[CH:11][CH:10]=[CH:9]2. Reactant: [N+:1]([C:4]1[CH:5]=[C:6]([O:15][C:16]([F:19])([F:18])[F:17])[CH:7]=[C:8]2[C:13]=1[NH:12][C:11](=O)[CH:10]=[CH:9]2)([O-])=O.[Sn](Cl)Cl.